Dataset: Full USPTO retrosynthesis dataset with 1.9M reactions from patents (1976-2016). Task: Predict the reactants needed to synthesize the given product. Given the product [O:22]1[CH2:26][CH2:25][CH:24]([CH2:27][NH:28][C:13]([C:10]2[CH:9]=[C:8]([CH2:7][O:6][CH2:5][C:4]3[CH:16]=[C:17]([F:20])[C:18]([F:19])=[C:2]([F:1])[CH:3]=3)[O:12][N:11]=2)=[O:15])[CH2:23]1, predict the reactants needed to synthesize it. The reactants are: [F:1][C:2]1[CH:3]=[C:4]([CH:16]=[C:17]([F:20])[C:18]=1[F:19])[CH2:5][O:6][CH2:7][C:8]1[O:12][N:11]=[C:10]([C:13]([OH:15])=O)[CH:9]=1.Cl.[O:22]1[CH2:26][CH2:25][CH:24]([CH2:27][NH2:28])[CH2:23]1.C(N(CC)CC)C.ON1C2C=CC=CC=2N=N1.Cl.C(N=C=NCCCN(C)C)C.